Dataset: Forward reaction prediction with 1.9M reactions from USPTO patents (1976-2016). Task: Predict the product of the given reaction. (1) Given the reactants [F:1][C:2]1[CH:7]=[CH:6][C:5]([C:8]2[S:12][CH:11]([C:13]3[CH:18]=[CH:17][CH:16]=[C:15]([O:19][CH3:20])[C:14]=3[O:21][Si:22]([CH:29]([CH3:31])[CH3:30])([CH:26]([CH3:28])[CH3:27])[CH:23]([CH3:25])[CH3:24])[NH:10][N:9]=2)=[CH:4][CH:3]=1.CCN(C(C)C)C(C)C.[F:41][C:42]1[CH:50]=[C:49]([F:51])[CH:48]=[C:47]([F:52])[C:43]=1[C:44](Cl)=[O:45], predict the reaction product. The product is: [F:1][C:2]1[CH:7]=[CH:6][C:5]([C:8]2[S:12][CH:11]([C:13]3[CH:18]=[CH:17][CH:16]=[C:15]([O:19][CH3:20])[C:14]=3[O:21][Si:22]([CH:26]([CH3:28])[CH3:27])([CH:23]([CH3:25])[CH3:24])[CH:29]([CH3:31])[CH3:30])[N:10]([C:44]([C:43]3[C:47]([F:52])=[CH:48][C:49]([F:51])=[CH:50][C:42]=3[F:41])=[O:45])[N:9]=2)=[CH:4][CH:3]=1. (2) Given the reactants Cl.[NH:2]([C:4]1[CH:9]=[CH:8][C:7]([CH2:10][N:11]2[CH:15]=[N:14][CH:13]=[N:12]2)=[CH:6][CH:5]=1)N.O.C(O[CH:20](OCC)[CH2:21][CH2:22][CH2:23][N:24]([CH3:26])[CH3:25])C, predict the reaction product. The product is: [CH3:25][N:24]([CH2:23][CH2:22][C:21]1[C:5]2[CH:6]=[C:7]([CH2:10][N:11]3[N:12]=[CH:13][N:14]=[CH:15]3)[CH:8]=[CH:9][C:4]=2[NH:2][CH:20]=1)[CH3:26]. (3) The product is: [NH3:16].[C:20]([N:16]1[C:17]2[C:12](=[CH:11][C:10]([C:7]3[CH:8]=[CH:9][C:4]([C:3]([O:2][CH3:1])=[O:26])=[CH:5][C:6]=3[CH3:25])=[CH:19][CH:18]=2)[C@H:13]([NH:24][C:36]2[CH:35]=[N:34][CH:39]=[CH:38][CH:37]=2)[CH2:14][C@@H:15]1[CH3:23])(=[O:22])[CH3:21]. Given the reactants [CH3:1][O:2][C:3](=[O:26])[C:4]1[CH:9]=[CH:8][C:7]([C:10]2[CH:11]=[C:12]3[C:17](=[CH:18][CH:19]=2)[N:16]([C:20](=[O:22])[CH3:21])[C@@H:15]([CH3:23])[CH2:14][C@H:13]3[NH2:24])=[C:6]([CH3:25])[CH:5]=1.C(N(CC)CC)C.[N:34]1[CH:39]=[CH:38][CH:37]=[C:36](B(O)O)[CH:35]=1.B(O)O.O.N, predict the reaction product.